This data is from Reaction yield outcomes from USPTO patents with 853,638 reactions. The task is: Predict the reaction yield, written as a fraction of the theoretical maximum amount of product (1.0 means a 100% yield; for example, 0.34 means a 34% yield). (1) The reactants are Cl[C:2]1[C:7]([C:8]#[N:9])=[CH:6][CH:5]=[CH:4][N:3]=1.[F:10][C:11]([F:23])([F:22])[O:12][C:13]1[CH:18]=[CH:17][C:16](B(O)O)=[CH:15][CH:14]=1. No catalyst specified. The product is [F:10][C:11]([F:22])([F:23])[O:12][C:13]1[CH:18]=[CH:17][C:16]([C:2]2[N:3]=[CH:4][CH:5]=[CH:6][C:7]=2[C:8]#[N:9])=[CH:15][CH:14]=1. The yield is 0.700. (2) The reactants are [CH3:1][O:2][C:3]1[CH:24]=[CH:23][C:6]([CH2:7][N:8]2[C:12]3=[N:13][C:14]([O:17][CH2:18][CH2:19][CH2:20][CH2:21][OH:22])=[CH:15][CH:16]=[C:11]3[CH:10]=[N:9]2)=[CH:5][CH:4]=1.[OH-].[K+].[S:27](Cl)([C:30]1[CH:36]=[CH:35][C:33]([CH3:34])=[CH:32][CH:31]=1)(=[O:29])=[O:28]. The catalyst is C(OCC)(=O)C. The product is [CH3:34][C:33]1[CH:35]=[CH:36][C:30]([S:27]([O:22][CH2:21][CH2:20][CH2:19][CH2:18][O:17][C:14]2[N:13]=[C:12]3[N:8]([CH2:7][C:6]4[CH:23]=[CH:24][C:3]([O:2][CH3:1])=[CH:4][CH:5]=4)[N:9]=[CH:10][C:11]3=[CH:16][CH:15]=2)(=[O:29])=[O:28])=[CH:31][CH:32]=1. The yield is 0.530. (3) The reactants are [ClH:1].[NH2:2][C@@H:3]([C:13]1[CH:18]=[CH:17][CH:16]=[CH:15][CH:14]=1)[C:4]([O:6][CH:7]1[CH2:12][CH2:11][CH2:10][CH2:9][CH2:8]1)=[O:5].[P:19](Cl)(Cl)(=[O:31])[O:20][C:21]1[C:30]2[C:25](=[CH:26][CH:27]=[CH:28][CH:29]=2)[CH:24]=[CH:23][CH:22]=1. The catalyst is C(Cl)Cl. The product is [CH:7]1([O:6][C:4](=[O:5])[C@@H:3]([N:2]=[P:19]([O:20][C:21]2[C:30]3[C:25](=[CH:26][CH:27]=[CH:28][CH:29]=3)[CH:24]=[CH:23][C:22]=2[Cl:1])=[O:31])[C:13]2[CH:18]=[CH:17][CH:16]=[CH:15][CH:14]=2)[CH2:8][CH2:9][CH2:10][CH2:11][CH2:12]1. The yield is 0.780. (4) The reactants are Br[C:2]1[CH:7]=[CH:6][C:5]2[O:8][CH2:9][O:10][C:4]=2[CH:3]=1.[CH2:11]([NH2:17])[C:12]1[O:16][CH:15]=[CH:14][CH:13]=1. No catalyst specified. The product is [CH2:9]1[O:8][C:5]2[CH:6]=[CH:7][C:2]([NH:17][CH2:11][C:12]3[O:16][CH:15]=[CH:14][CH:13]=3)=[CH:3][C:4]=2[O:10]1. The yield is 0.870. (5) The reactants are [C:1]1([CH:7]([CH3:9])[CH3:8])[CH:6]=[CH:5][CH:4]=[CH:3][CH:2]=1.[Cl-].[Al+3].[Cl-].[Cl-].[Br:14][CH2:15][C:16](Br)=[O:17]. The catalyst is ClCCl. The product is [Br:14][CH2:15][C:16]([C:4]1[CH:5]=[CH:6][C:1]([CH:7]([CH3:9])[CH3:8])=[CH:2][CH:3]=1)=[O:17]. The yield is 0.990. (6) The reactants are [F:1][C:2]([F:10])([F:9])[CH:3]([OH:8])[CH2:4][CH2:5][NH:6][CH3:7].[C:11]([O:15][C:16](O[C:16]([O:15][C:11]([CH3:14])([CH3:13])[CH3:12])=[O:17])=[O:17])([CH3:14])([CH3:13])[CH3:12]. The catalyst is C1COCC1. The product is [CH3:7][N:6]([CH2:5][CH2:4][CH:3]([OH:8])[C:2]([F:10])([F:9])[F:1])[C:16](=[O:17])[O:15][C:11]([CH3:14])([CH3:13])[CH3:12]. The yield is 1.00. (7) The reactants are [C:1]1([C:7](=O)[CH2:8][C:9]2[S:10][CH:11]=[CH:12][N:13]=2)[CH:6]=[CH:5][CH:4]=[CH:3][CH:2]=1.[CH2:15]([O:17][C:18]1[CH:19]=[C:20]([CH:23]=[C:24]([N+:27]([O-:29])=[O:28])[C:25]=1[OH:26])[CH:21]=O)[CH3:16].[NH2:30][C:31]([NH2:33])=[O:32].Cl. The catalyst is CCO.CO.CCOC(C)=O. The product is [CH2:15]([O:17][C:18]1[CH:19]=[C:20]([CH:21]2[C:8]([C:9]3[S:10][CH:11]=[CH:12][N:13]=3)=[C:7]([C:1]3[CH:6]=[CH:5][CH:4]=[CH:3][CH:2]=3)[NH:33][C:31](=[O:32])[NH:30]2)[CH:23]=[C:24]([N+:27]([O-:29])=[O:28])[C:25]=1[OH:26])[CH3:16]. The yield is 0.0340.